Dataset: Catalyst prediction with 721,799 reactions and 888 catalyst types from USPTO. Task: Predict which catalyst facilitates the given reaction. (1) Reactant: CCN(C(C)C)C(C)C.F[B-](F)(F)F.C(OC(C(=NOC(N(C)C)=[N+](C)C)C#N)=O)C.[N:32]1[CH:37]=[C:36]([C:38]([NH:40][C:41]2([C:44]([OH:46])=O)[CH2:43][CH2:42]2)=[O:39])[CH:35]=[N:34][CH:33]=1.[NH2:47][CH2:48][C:49]1[N:54]=[CH:53][C:52]([NH:55][C:56]2[CH:61]=[CH:60][C:59]([CH3:62])=[CH:58][C:57]=2[C:63]([F:66])([F:65])[F:64])=[CH:51][CH:50]=1. Product: [CH3:62][C:59]1[CH:60]=[CH:61][C:56]([NH:55][C:52]2[CH:51]=[CH:50][C:49]([CH2:48][NH:47][C:44]([C:41]3([NH:40][C:38]([C:36]4[CH:35]=[N:34][CH:33]=[N:32][CH:37]=4)=[O:39])[CH2:42][CH2:43]3)=[O:46])=[N:54][CH:53]=2)=[C:57]([C:63]([F:66])([F:64])[F:65])[CH:58]=1. The catalyst class is: 198. (2) Reactant: NCC(N[C@H](C(NCC(N[C@H](C(NCC(N[C@H](C([NH:31][C@H:32]([C:34]([OH:36])=[O:35])[CH3:33])=O)CO)=O)=O)[C@@H](C)O)=O)=O)C)=O.N[CH2:38][C:39]([OH:41])=[O:40].N[C@H]([C:45]([OH:47])=[O:46])C.N[C@H](C(O)=O)CO.N[C@H](C(O)=O)[C@@H](C)O.N[C@H](C(O)=O)CC1C2C(=CC=CC=2)NC=1.N[C@H](C(O)=O)CC(=O)N.N[C@H](C(O)=O)CCC(=O)N. Product: [NH2:31][C@H:32]([C:34]([O-:36])=[O:35])[CH2:33][CH2:38][C:39]([O-:41])=[O:40].[NH2:31][C@H:32]([C:34]([O-:36])=[O:35])[CH2:33][C:45]([O-:47])=[O:46]. The catalyst class is: 6. (3) Reactant: [Cl:1][C:2]1[CH:7]=[CH:6][CH:5]=[CH:4][C:3]=1[N:8]1[C:12]([C:13]2[CH:18]=[CH:17][C:16]([OH:19])=[CH:15][CH:14]=2)=[CH:11][C:10]([C:20]([F:23])([F:22])[F:21])=[N:9]1.[CH3:24][S:25]([C:28]1[CH:29]=[C:30](B(O)O)[CH:31]=[CH:32][CH:33]=1)(=[O:27])=[O:26].CCN(CC)CC. Product: [Cl:1][C:2]1[CH:7]=[CH:6][CH:5]=[CH:4][C:3]=1[N:8]1[C:12]([C:13]2[CH:14]=[CH:15][C:16]([O:19][C:32]3[CH:31]=[CH:30][CH:29]=[C:28]([S:25]([CH3:24])(=[O:27])=[O:26])[CH:33]=3)=[CH:17][CH:18]=2)=[CH:11][C:10]([C:20]([F:23])([F:21])[F:22])=[N:9]1. The catalyst class is: 749. (4) Product: [C:27]([C:24]1[S:23][C:22]([NH:21][C:17]2[N:18]=[CH:19][N:20]=[C:15]([N:10]3[CH2:11][CH2:12][N:7]([CH2:6][C:5]([NH:4][CH:1]([CH3:3])[CH3:2])=[O:13])[CH2:8][CH2:9]3)[CH:16]=2)=[N:26][CH:25]=1)#[N:28]. The catalyst class is: 51. Reactant: [CH:1]([NH:4][C:5](=[O:13])[CH2:6][N:7]1[CH2:12][CH2:11][NH:10][CH2:9][CH2:8]1)([CH3:3])[CH3:2].Cl[C:15]1[N:20]=[CH:19][N:18]=[C:17]([NH:21][C:22]2[S:23][C:24]([C:27]#[N:28])=[CH:25][N:26]=2)[CH:16]=1.C(N(CC)CC)C. (5) Reactant: [O:1]=[C:2]1[NH:6][C@H:5]([C:7]([O:9]C)=O)[CH2:4][CH2:3]1.[H-].[Na+].[CH3:13]I.[BH4-].[Na+]. Product: [OH:9][CH2:7][C@H:5]1[N:6]([CH3:13])[C:2](=[O:1])[CH2:3][CH2:4]1. The catalyst class is: 83.